This data is from Reaction yield outcomes from USPTO patents with 853,638 reactions. The task is: Predict the reaction yield, written as a fraction of the theoretical maximum amount of product (1.0 means a 100% yield; for example, 0.34 means a 34% yield). (1) The catalyst is [Ni].CCO. The yield is 0.300. The product is [NH2:16][C:8]1[CH:7]=[C:6]2[C:5]([CH:4]=[CH:3][NH:19]2)=[CH:15][C:9]=1[C:10]([O:12][CH2:13][CH3:14])=[O:11]. The reactants are CN(C)/[CH:3]=[CH:4]/[C:5]1[C:6]([N+:19]([O-])=O)=[CH:7][C:8]([N+:16]([O-])=O)=[C:9]([CH:15]=1)[C:10]([O:12][CH2:13][CH3:14])=[O:11].[H][H]. (2) The reactants are Br[C:2]1[C:7]([Cl:8])=[CH:6][C:5]([C:9]2[C:18]3[C:13](=[CH:14][C:15]([S:19]([N:22]([C:32]4[CH:36]=[CH:35][O:34][N:33]=4)CC4C=CC(OC)=CC=4)(=[O:21])=[O:20])=[CH:16][CH:17]=3)[N:12]=[CH:11][N:10]=2)=[C:4]([O:37][CH3:38])[CH:3]=1.[Cl:39][C:40]1[CH:41]=[C:42](B(O)O)[CH:43]=[CH:44][C:45]=1[F:46].C(=O)([O-])[O-].[K+].[K+].C(O)(C(F)(F)F)=O. The catalyst is C(OCC)(=O)C.C1C=CC([P]([Pd]([P](C2C=CC=CC=2)(C2C=CC=CC=2)C2C=CC=CC=2)([P](C2C=CC=CC=2)(C2C=CC=CC=2)C2C=CC=CC=2)[P](C2C=CC=CC=2)(C2C=CC=CC=2)C2C=CC=CC=2)(C2C=CC=CC=2)C2C=CC=CC=2)=CC=1.O.O1CCOCC1. The product is [Cl:8][C:7]1[CH:6]=[C:5]([C:9]2[C:18]3[C:13](=[CH:14][C:15]([S:19]([NH:22][C:32]4[CH:36]=[CH:35][O:34][N:33]=4)(=[O:20])=[O:21])=[CH:16][CH:17]=3)[N:12]=[CH:11][N:10]=2)[C:4]([O:37][CH3:38])=[CH:3][C:2]=1[C:42]1[CH:43]=[CH:44][C:45]([F:46])=[C:40]([Cl:39])[CH:41]=1. The yield is 0.278. (3) The reactants are C[O:2][C:3](=[O:38])[C@@H:4]1[CH2:8][CH2:7][CH2:6][N:5]1[C:9](=[O:37])[C@H:10]([CH2:26][CH2:27][CH2:28][CH2:29][NH:30]C(=O)C(F)(F)F)[NH:11][C@H:12]([C:21]([O:23]CC)=[O:22])[CH2:13][CH2:14][C:15]1[CH:20]=[CH:19][CH:18]=[CH:17][CH:16]=1.CO.[OH-].[Na+].Cl. The catalyst is C(O)(C)C.O. The product is [CH:18]1[CH:19]=[CH:20][C:15]([CH2:14][CH2:13][C@H:12]([NH:11][C@H:10]([C:9]([N:5]2[C@H:4]([C:3]([OH:38])=[O:2])[CH2:8][CH2:7][CH2:6]2)=[O:37])[CH2:26][CH2:27][CH2:28][CH2:29][NH2:30])[C:21]([OH:23])=[O:22])=[CH:16][CH:17]=1. The yield is 0.534. (4) The reactants are [CH3:1][C:2]1[CH:7]=[CH:6][C:5]([S:8]([O:11][CH2:12][CH:13]2[CH2:17][C:16]3[CH:18]=[CH:19][CH:20]=[C:21](Br)[C:15]=3[O:14]2)(=[O:10])=[O:9])=[CH:4][CH:3]=1.[CH3:23][C:24]1[CH:29]=[CH:28][CH:27]=[C:26]([CH3:30])[C:25]=1B(O)O.C(=O)([O-])[O-].[K+].[K+].CC1C=CC(S(OCC2CC3C(C4C=CC=CC=4)=CC=CC=3O2)(=O)=O)=CC=1. The catalyst is CC1C=CC=CC=1[P](C1C=CC=CC=1C)([Pd](Cl)(Cl)[P](C1=C(C)C=CC=C1)(C1C=CC=CC=1C)C1C=CC=CC=1C)C1C=CC=CC=1C. The product is [CH3:1][C:2]1[CH:7]=[CH:6][C:5]([S:8]([O:11][CH2:12][CH:13]2[CH2:17][C:16]3[CH:18]=[CH:19][CH:20]=[C:21]([C:25]4[C:26]([CH3:30])=[CH:27][CH:28]=[CH:29][C:24]=4[CH3:23])[C:15]=3[O:14]2)(=[O:10])=[O:9])=[CH:4][CH:3]=1. The yield is 0.180. (5) The reactants are [N:1]1[CH:6]=[CH:5][C:4]([S:7][C:8]2[CH:17]=[C:16]3[C:11]([C:12](=O)[NH:13][CH:14]=[N:15]3)=[CH:10][CH:9]=2)=[CH:3][CH:2]=1.S(Cl)([Cl:21])=O.CN(C=O)C.[OH:28][C:29]1[CH:30]=[C:31]([CH:33]=[CH:34][C:35]=1[CH3:36])[NH2:32]. The catalyst is C(O)(C)C. The product is [ClH:21].[OH:28][C:29]1[CH:30]=[C:31]([CH:33]=[CH:34][C:35]=1[CH3:36])[NH:32][C:12]1[C:11]2[C:16](=[CH:17][C:8]([S:7][C:4]3[CH:5]=[CH:6][N:1]=[CH:2][CH:3]=3)=[CH:9][CH:10]=2)[N:15]=[CH:14][N:13]=1. The yield is 0.730. (6) The reactants are [F:1][C:2]1[CH:7]=[CH:6][C:5]([C:8]([C:10]2[N:19]=[C:18]([NH:20][C:21]3[CH:25]=[C:24]([CH3:26])[NH:23][N:22]=3)[C:17]3[C:12](=[CH:13][CH:14]=[CH:15][CH:16]=3)[N:11]=2)=[O:9])=[CH:4][CH:3]=1.[ClH:27].O1CCOCC1. The catalyst is CO.C(Cl)Cl. The product is [ClH:27].[F:1][C:2]1[CH:7]=[CH:6][C:5]([CH:8]([C:10]2[N:19]=[C:18]([NH:20][C:21]3[CH:25]=[C:24]([CH3:26])[NH:23][N:22]=3)[C:17]3[C:12](=[CH:13][CH:14]=[CH:15][CH:16]=3)[N:11]=2)[OH:9])=[CH:4][CH:3]=1. The yield is 1.00. (7) The reactants are [C:1](N)(=[O:3])[CH3:2].C=O.O.[NH:8]([CH2:13][C:14]([OH:16])=[O:15])[CH2:9][C:10]([OH:12])=[O:11].C(NCC(O)=O)(=O)C.CN(CC(O)=O)CC(O)=O. The catalyst is COCCOC. The product is [C:1]([N:8]([CH2:13][C:14]([OH:16])=[O:15])[CH2:9][C:10]([OH:12])=[O:11])(=[O:3])[CH3:2]. The yield is 0.950. (8) The reactants are [OH:1][C:2]1[C:9]([N+:10]([O-:12])=[O:11])=[CH:8][C:5]([CH:6]=[O:7])=[CH:4][C:3]=1[O:13]C.B(Br)(Br)Br.CCOC(C)=O. The catalyst is C(Cl)Cl. The product is [OH:13][C:3]1[CH:4]=[C:5]([CH:8]=[C:9]([N+:10]([O-:12])=[O:11])[C:2]=1[OH:1])[CH:6]=[O:7]. The yield is 0.646. (9) The reactants are [Cl:1][C:2]1[CH:7]=[C:6]([O:8][CH3:9])[CH:5]=[CH:4][C:3]=1[C:10]1[CH:15]=[CH:14][N:13]=[C:12]([NH:16][CH:17]([CH:20]2[CH2:22][CH2:21]2)[CH2:18][CH3:19])[C:11]=1[N+:23]([O-])=O.[O-]S(S([O-])=O)=O.[Na+].[Na+]. No catalyst specified. The product is [Cl:1][C:2]1[CH:7]=[C:6]([O:8][CH3:9])[CH:5]=[CH:4][C:3]=1[C:10]1[CH:15]=[CH:14][N:13]=[C:12]([NH:16][CH:17]([CH:20]2[CH2:21][CH2:22]2)[CH2:18][CH3:19])[C:11]=1[NH2:23]. The yield is 0.960.